From a dataset of Forward reaction prediction with 1.9M reactions from USPTO patents (1976-2016). Predict the product of the given reaction. (1) Given the reactants [CH2:1]1[O:9][C:8]2[CH:7]=[CH:6][C:5]([C:10](=O)[CH3:11])=[CH:4][C:3]=2[O:2]1.Cl.[N+:14]([C:17]1[CH:25]=[CH:24][C:20]([CH2:21][O:22][NH2:23])=[CH:19][CH:18]=1)([O-:16])=[O:15], predict the reaction product. The product is: [N+:14]([C:17]1[CH:18]=[CH:19][C:20]([CH2:21][O:22]/[N:23]=[C:10](/[C:5]2[CH:6]=[CH:7][C:8]3[O:9][CH2:1][O:2][C:3]=3[CH:4]=2)\[CH3:11])=[CH:24][CH:25]=1)([O-:16])=[O:15]. (2) Given the reactants [CH2:1]([O:3][C:4]([CH2:6][N:7]([C:9](=[NH:11])[NH2:10])[CH3:8])=[O:5])[CH3:2].[C:12]([OH:17])(=[O:16])[C:13]([CH3:15])=[O:14], predict the reaction product. The product is: [C:12]([OH:17])(=[O:16])[C:13]([CH3:15])=[O:14].[CH2:1]([O:3][C:4]([CH2:6][N:7]([C:9](=[NH:10])[NH2:11])[CH3:8])=[O:5])[CH3:2]. (3) Given the reactants [N:1]1[N:5]2[C:9](=[O:10])[C:4]3[N:5]([N:1]=[CH:2][CH:3]=3)[C:9](=[O:10])[C:4]2=[CH:3][CH:2]=1.[F:15][C:16]1[C:22]([F:23])=[C:21]([F:24])[CH:20]=[CH:19][C:17]=1[NH2:18], predict the reaction product. The product is: [F:15][C:16]1[C:22]([F:23])=[C:21]([F:24])[CH:20]=[CH:19][C:17]=1[NH:18][C:9]([C:4]1[CH:3]=[CH:2][NH:1][N:5]=1)=[O:10]. (4) Given the reactants C(Cl)(=O)C(Cl)=O.[CH3:7][N:8]([CH3:11])[CH:9]=[O:10].[CH3:12][C:13]1[O:17][C:16]([C:18]2[CH:23]=[CH:22][CH:21]=[CH:20][CH:19]=2)=[N:15][C:14]=1[CH2:24][O:25][C:26]1[CH:46]=[CH:45][C:29]([CH2:30][O:31]/[N:32]=[C:33](/[C:39]2[CH:44]=[CH:43][CH:42]=[CH:41][CH:40]=2)\[CH2:34][CH2:35]C(O)=O)=[CH:28][CH:27]=1.C(OCC)(=O)C.CCCCCC, predict the reaction product. The product is: [CH3:7][N:8]([CH3:11])[C:9](=[O:10])[CH2:35][CH2:34]/[C:33](=[N:32]\[O:31][CH2:30][C:29]1[CH:45]=[CH:46][C:26]([O:25][CH2:24][C:14]2[N:15]=[C:16]([C:18]3[CH:19]=[CH:20][CH:21]=[CH:22][CH:23]=3)[O:17][C:13]=2[CH3:12])=[CH:27][CH:28]=1)/[C:39]1[CH:40]=[CH:41][CH:42]=[CH:43][CH:44]=1. (5) Given the reactants [F:1][C:2]([F:7])([F:6])[C:3]([OH:5])=[O:4].FC(F)(F)C(O)=O.[Cl:15][C:16]1[CH:17]=[N:18][C:19]2[NH:20][C:21]3[CH:22]=[CH:23][CH:24]=[C:25]([CH:38]=3)[CH2:26][CH2:27][C:28]3[CH:36]=[C:32]([NH:33][C:34]=1[N:35]=2)[CH:31]=[C:30]([NH2:37])[CH:29]=3.[CH3:39][C:40]1[O:44][N:43]=[C:42]([C:45](Cl)=[O:46])[CH:41]=1, predict the reaction product. The product is: [F:1][C:2]([F:7])([F:6])[C:3]([OH:5])=[O:4].[Cl:15][C:16]1[CH:17]=[N:18][C:19]2[NH:20][C:21]3[CH:22]=[CH:23][CH:24]=[C:25]([CH:38]=3)[CH2:26][CH2:27][C:28]3[CH:36]=[C:32]([NH:33][C:34]=1[N:35]=2)[CH:31]=[C:30]([NH:37][C:45]([C:42]1[CH:41]=[C:40]([CH3:39])[O:44][N:43]=1)=[O:46])[CH:29]=3. (6) Given the reactants [Cl:1][C:2]1[C:10]2[CH2:11][CH2:12][N:13]([CH3:16])[CH2:14][CH2:15][N:8]3[C:9]=2[C:5]([C:6]2[CH2:19][CH2:18][CH2:17][C:7]=23)=[CH:4][CH:3]=1.C([BH3-])#N.[Na+], predict the reaction product. The product is: [Cl:1][C:2]1[C:10]2[CH2:11][CH2:12][N:13]([CH3:16])[CH2:14][CH2:15][N:8]3[C:9]=2[C:5]([CH:6]2[CH2:19][CH2:18][CH2:17][CH:7]23)=[CH:4][CH:3]=1. (7) Given the reactants [NH2:1][C:2]1[CH:7]=[C:6]([Br:8])[CH:5]=[CH:4][N:3]=1.O.N1C2C(=CC=C3C=2N=CC=C3)C=CC=1.[C:24](#[N:31])[C:25]1[CH:30]=[CH:29][CH:28]=[CH:27][CH:26]=1, predict the reaction product. The product is: [Br:8][C:6]1[CH:5]=[CH:4][N:3]2[N:31]=[C:24]([C:25]3[CH:30]=[CH:29][CH:28]=[CH:27][CH:26]=3)[N:1]=[C:2]2[CH:7]=1. (8) Given the reactants Cl[C:2]1[CH:11]=[CH:10][C:9]2[C:4](=[CH:5][N:6]=[CH:7][CH:8]=2)[N:3]=1.[CH:12]1(B(O)O)[CH2:14][CH2:13]1.[CH2:18](Br)[C:19]1[CH:24]=[CH:23][CH:22]=[CH:21][CH:20]=1.[BH4-].[Na+], predict the reaction product. The product is: [CH2:18]([N:6]1[CH2:5][C:4]2[N:3]=[C:2]([CH:12]3[CH2:14][CH2:13]3)[CH:11]=[CH:10][C:9]=2[CH2:8][CH2:7]1)[C:19]1[CH:24]=[CH:23][CH:22]=[CH:21][CH:20]=1. (9) Given the reactants [Cl:1][C:2]1[CH:3]=[C:4]([C:8]2[N:9]=[C:10]([N:16]3[C:20]4[CH:21]=[C:22]([O:27][CH2:28][CH2:29]O)[C:23]([O:25][CH3:26])=[CH:24][C:19]=4[N:18]=[CH:17]3)[S:11][C:12]=2[C:13]([NH2:15])=[O:14])[CH:5]=[CH:6][CH:7]=1.[CH2:31]([N:33]([CH:37](C)C)[CH:34](C)[CH3:35])[CH3:32].CS(Cl)(=O)=O.[Cl-].[NH4+:46], predict the reaction product. The product is: [Cl:1][C:2]1[CH:3]=[C:4]([C:8]2[N:9]=[C:10]([N:16]3[C:20]4[CH:21]=[C:22]([O:27][CH2:28][CH2:29][N:46]5[CH2:35][CH2:34][N:33]([CH3:37])[CH2:31][CH2:32]5)[C:23]([O:25][CH3:26])=[CH:24][C:19]=4[N:18]=[CH:17]3)[S:11][C:12]=2[C:13]([NH2:15])=[O:14])[CH:5]=[CH:6][CH:7]=1.